Dataset: TCR-epitope binding with 47,182 pairs between 192 epitopes and 23,139 TCRs. Task: Binary Classification. Given a T-cell receptor sequence (or CDR3 region) and an epitope sequence, predict whether binding occurs between them. (1) The epitope is FLNGSCGSV. The TCR CDR3 sequence is CAIGISYEQYF. Result: 1 (the TCR binds to the epitope). (2) The epitope is IVTDFSVIK. The TCR CDR3 sequence is CASSQVDSSYNEQFF. Result: 1 (the TCR binds to the epitope). (3) The TCR CDR3 sequence is CASSPLGPSAYEQYF. The epitope is ARMILMTHF. Result: 0 (the TCR does not bind to the epitope). (4) The epitope is LLQTGIHVRVSQPSL. The TCR CDR3 sequence is CSARQGAANYGYTF. Result: 1 (the TCR binds to the epitope). (5) The epitope is GTITSGWTF. The TCR CDR3 sequence is CASTGQGYGYTF. Result: 0 (the TCR does not bind to the epitope). (6) The epitope is KPLEFGATSAAL. The TCR CDR3 sequence is CATSDLEDRGLTDTQYF. Result: 1 (the TCR binds to the epitope).